Dataset: Forward reaction prediction with 1.9M reactions from USPTO patents (1976-2016). Task: Predict the product of the given reaction. (1) Given the reactants [N+:1]([C:4]1[CH:9]=[CH:8][C:7]([C:10]([CH3:13])([CH3:12])[CH3:11])=[CH:6][C:5]=1[O:14][CH3:15])([O-])=O, predict the reaction product. The product is: [C:10]([C:7]1[CH:8]=[CH:9][C:4]([NH2:1])=[C:5]([O:14][CH3:15])[CH:6]=1)([CH3:13])([CH3:11])[CH3:12]. (2) Given the reactants [NH2:1][CH2:2][CH2:3][N:4]1[C:9]2[N:10]=[C:11]([S:14][CH3:15])[N:12]=[CH:13][C:8]=2[CH:7]=[C:6]([C:16]2[C:21]([Cl:22])=[C:20]([O:23][CH3:24])[CH:19]=[C:18]([O:25][CH3:26])[C:17]=2[Cl:27])[C:5]1=[O:28].O=[C:30]1[CH2:33][N:32]([C:34]([O:36][C:37]([CH3:40])([CH3:39])[CH3:38])=[O:35])[CH2:31]1.[BH3-]C#N.[Na+], predict the reaction product. The product is: [Cl:22][C:21]1[C:20]([O:23][CH3:24])=[CH:19][C:18]([O:25][CH3:26])=[C:17]([Cl:27])[C:16]=1[C:6]1[C:5](=[O:28])[N:4]([CH2:3][CH2:2][NH:1][CH:30]2[CH2:31][N:32]([C:34]([O:36][C:37]([CH3:40])([CH3:39])[CH3:38])=[O:35])[CH2:33]2)[C:9]2[N:10]=[C:11]([S:14][CH3:15])[N:12]=[CH:13][C:8]=2[CH:7]=1. (3) Given the reactants [CH3:1][N:2]1[C:6]([C:7](=[O:23])[NH:8][CH2:9][CH2:10][C:11]2[N:12]=[C:13]([C:17]3[CH:22]=[CH:21][CH:20]=[CH:19][CH:18]=3)[O:14][C:15]=2[CH3:16])=[C:5]([C:24]([O:26]CC)=[O:25])[CH:4]=[N:3]1.[Li+].[OH-].Cl, predict the reaction product. The product is: [CH3:1][N:2]1[C:6]([C:7](=[O:23])[NH:8][CH2:9][CH2:10][C:11]2[N:12]=[C:13]([C:17]3[CH:22]=[CH:21][CH:20]=[CH:19][CH:18]=3)[O:14][C:15]=2[CH3:16])=[C:5]([C:24]([OH:26])=[O:25])[CH:4]=[N:3]1. (4) Given the reactants [F:1][C:2]([F:24])([F:23])[C:3]1[CH:18]=[CH:17][C:16]([C:19]([F:22])([F:21])[F:20])=[CH:15][C:4]=1[CH2:5][O:6][C:7]1[CH:8]=[C:9]([CH:12]=[CH:13][CH:14]=1)C=O.C1(P(=[CH:44][CH:45]=[O:46])(C2C=CC=CC=2)C2C=CC=CC=2)C=CC=CC=1.[C:47]1(C)C=CC=CC=1, predict the reaction product. The product is: [F:24][C:2]([F:1])([F:23])[C:3]1[CH:18]=[CH:17][C:16]([C:19]([F:22])([F:20])[F:21])=[CH:15][C:4]=1[CH2:5][O:6][C:7]1[CH:8]=[C:9](/[CH:47]=[CH:44]/[CH:45]=[O:46])[CH:12]=[CH:13][CH:14]=1. (5) Given the reactants Br[C:2](Br)=[O:3].[NH:5]1[CH:9]=[CH:8][N:7]=[N:6]1.CCN([CH:16]([CH3:18])[CH3:17])C(C)C.[C:19](#N)C, predict the reaction product. The product is: [CH:17]1([C:2]([C:9]2[N:5]=[N:6][NH:7][CH:8]=2)=[O:3])[CH2:16][CH2:18][CH2:19]1.